Dataset: Reaction yield outcomes from USPTO patents with 853,638 reactions. Task: Predict the reaction yield, written as a fraction of the theoretical maximum amount of product (1.0 means a 100% yield; for example, 0.34 means a 34% yield). (1) The yield is 0.510. The product is [CH2:1]([C:6]1[CH:14]=[C:10]([C:11]([NH2:18])=[O:12])[C:9]([OH:15])=[CH:8][CH:7]=1)[CH2:2][CH2:3][CH2:4][CH3:5]. The catalyst is CCOC(C)=O. The reactants are [CH2:1]([C:6]1[CH:14]=[C:10]([C:11](O)=[O:12])[C:9]([OH:15])=[CH:8][CH:7]=1)[CH2:2][CH2:3][CH2:4][CH3:5].C(N)([NH2:18])=O. (2) The reactants are [Cl:1][C:2]1[CH:3]=[C:4]([C:10]2[N:15]=[C:14]([S:16][CH3:17])[N:13]=[C:12](O)[C:11]=2[C:19]#[N:20])[CH:5]=[C:6]([O:8][CH3:9])[CH:7]=1.O=P(Cl)(Cl)[Cl:23].CN(C=O)C.C([O-])(O)=O.[Na+]. The catalyst is O1CCOCC1. The product is [Cl:23][C:12]1[C:11]([C:19]#[N:20])=[C:10]([C:4]2[CH:5]=[C:6]([O:8][CH3:9])[CH:7]=[C:2]([Cl:1])[CH:3]=2)[N:15]=[C:14]([S:16][CH3:17])[N:13]=1. The yield is 0.280. (3) The reactants are [OH:1][CH2:2][CH2:3][NH:4][C:5]([CH:7]1[CH2:12][CH2:11][CH2:10][CH:9]([C:13]2[CH:18]=[CH:17][C:16]([O:19][CH3:20])=[C:15]([O:21][CH3:22])[CH:14]=2)[NH:8]1)=O.[H-].[H-].[H-].[H-].[Li+].[Al+3].[OH-].[Na+].[O-]S([O-])(=O)=O.[Mg+2]. The catalyst is C1COCC1.O. The product is [CH3:22][O:21][C:15]1[CH:14]=[C:13]([CH:9]2[NH:8][CH:7]([CH2:5][NH:4][CH2:3][CH2:2][OH:1])[CH2:12][CH2:11][CH2:10]2)[CH:18]=[CH:17][C:16]=1[O:19][CH3:20]. The yield is 0.680. (4) The reactants are [N:1]1([CH2:6][CH2:7][CH2:8][NH:9][C:10]([C:12]2[CH:21]=[CH:20][C:19]3[C:14](=[C:15](Br)[CH:16]=[N:17][CH:18]=3)[N:13]=2)=[O:11])[CH:5]=[CH:4][N:3]=[CH:2]1.[CH3:23][O:24][C:25]1[CH:30]=[CH:29][CH:28]=[CH:27][C:26]=1B(O)O.C(=O)([O-])[O-].[Cs+].[Cs+]. The catalyst is O1CCOCC1.O.C1(P([C-]2C=CC=C2)C2C=CC=CC=2)C=CC=CC=1.[C-]1(P(C2C=CC=CC=2)C2C=CC=CC=2)C=CC=C1.[Fe+2].[Pd](Cl)Cl. The product is [N:1]1([CH2:6][CH2:7][CH2:8][NH:9][C:10]([C:12]2[CH:21]=[CH:20][C:19]3[C:14](=[C:15]([C:26]4[CH:27]=[CH:28][CH:29]=[CH:30][C:25]=4[O:24][CH3:23])[CH:16]=[N:17][CH:18]=3)[N:13]=2)=[O:11])[CH:5]=[CH:4][N:3]=[CH:2]1. The yield is 0.260. (5) The reactants are [Cl:1][C:2]1[CH:7]=[CH:6][C:5]([CH:8]2[CH2:13][CH:12]([OH:14])[CH2:11][CH2:10][O:9]2)=[CH:4][CH:3]=1.CCN(C(C)C)C(C)C.[CH3:24][S:25](Cl)(=[O:27])=[O:26]. The catalyst is C(Cl)Cl. The product is [CH3:24][S:25]([O:14][CH:12]1[CH2:11][CH2:10][O:9][CH:8]([C:5]2[CH:6]=[CH:7][C:2]([Cl:1])=[CH:3][CH:4]=2)[CH2:13]1)(=[O:27])=[O:26]. The yield is 0.900.